From a dataset of Peptide-MHC class II binding affinity with 134,281 pairs from IEDB. Regression. Given a peptide amino acid sequence and an MHC pseudo amino acid sequence, predict their binding affinity value. This is MHC class II binding data. (1) The peptide sequence is THMMIWHSNLNDATY. The MHC is DRB5_0101 with pseudo-sequence DRB5_0101. The binding affinity (normalized) is 0.106. (2) The peptide sequence is TACLSKAYANMWSLM. The MHC is HLA-DQA10201-DQB10402 with pseudo-sequence HLA-DQA10201-DQB10402. The binding affinity (normalized) is 0.251. (3) The binding affinity (normalized) is 0. The MHC is HLA-DPA10201-DPB11401 with pseudo-sequence HLA-DPA10201-DPB11401. The peptide sequence is AVWVDGKARTAWVDS.